This data is from Forward reaction prediction with 1.9M reactions from USPTO patents (1976-2016). The task is: Predict the product of the given reaction. (1) Given the reactants [Cl:1][C:2]1[CH:3]=[CH:4][C:5]([O:23][CH3:24])=[C:6]([S:8]([N:11]2[C:19]3[C:14](=[CH:15][CH:16]=[C:17]([C:20](O)=[O:21])[CH:18]=3)[CH2:13][CH2:12]2)(=[O:10])=[O:9])[CH:7]=1.[CH2:25]([O:27][C:28](=[O:37])[CH2:29][C:30]1[CH:35]=[CH:34][C:33]([NH2:36])=[CH:32][CH:31]=1)[CH3:26], predict the reaction product. The product is: [CH2:25]([O:27][C:28](=[O:37])[CH2:29][C:30]1[CH:31]=[CH:32][C:33]([NH:36][C:20]([C:17]2[CH:18]=[C:19]3[C:14]([CH2:13][CH2:12][N:11]3[S:8]([C:6]3[CH:7]=[C:2]([Cl:1])[CH:3]=[CH:4][C:5]=3[O:23][CH3:24])(=[O:9])=[O:10])=[CH:15][CH:16]=2)=[O:21])=[CH:34][CH:35]=1)[CH3:26]. (2) Given the reactants C([O:4][CH2:5][C:6]([CH3:47])([CH3:46])[CH2:7][N:8]1[C:14]2[CH:15]=[CH:16][C:17]([Cl:19])=[CH:18][C:13]=2[C@H:12]([C:20]2C=C[CH:23]=[C:22](C)[C:21]=2[CH3:27])[O:11][C@H:10]([CH2:28][C:29]([NH:31][C:32]2[CH:33]=[CH:34][C:35]([F:44])=[C:36]([CH2:38][CH2:39][C:40]([O:42]C)=[O:41])[CH:37]=2)=[O:30])[C:9]1=[O:45])(=O)C.[OH-].[Na+].C(O)C, predict the reaction product. The product is: [Cl:19][C:17]1[CH:16]=[CH:15][C:14]2[N:8]([CH2:7][C:6]([CH3:47])([CH3:46])[CH2:5][OH:4])[C:9](=[O:45])[C@@H:10]([CH2:28][C:29]([NH:31][C:32]3[CH:33]=[CH:34][C:35]([F:44])=[C:36]([CH2:38][CH2:39][C:40]([OH:42])=[O:41])[CH:37]=3)=[O:30])[O:11][C@@H:12]([CH2:20][CH:21]([CH3:27])[CH2:22][CH3:23])[C:13]=2[CH:18]=1. (3) Given the reactants N[C:2](=O)[C@H:3]([NH:5][C:6](=[O:33])[C:7]1[CH:12]=[CH:11][C:10](/[CH:13]=[CH:14]/[CH:15]([C:20]2[CH:25]=[C:24]([Cl:26])[C:23]([Cl:27])=[C:22]([Cl:28])[CH:21]=2)[C:16]([F:19])([F:18])[F:17])=[CH:9][C:8]=1[C:29]([F:32])([F:31])[F:30])C.C(#[N:37])C.O, predict the reaction product. The product is: [ClH:26].[NH2:37][C@H:3]([NH:5][C:6](=[O:33])[C:7]1[CH:12]=[CH:11][C:10](/[CH:13]=[CH:14]/[CH:15]([C:20]2[CH:21]=[C:22]([Cl:28])[C:23]([Cl:27])=[C:24]([Cl:26])[CH:25]=2)[C:16]([F:19])([F:17])[F:18])=[CH:9][C:8]=1[C:29]([F:32])([F:31])[F:30])[CH3:2]. (4) Given the reactants [CH2:1]([O:3][C:4]([N:6]1[CH2:21][CH2:20][C:10]2[C:11]3[C:12](=[O:19])[CH:13]([F:18])[CH2:14][C:15]=3[CH:16]=[CH:17][C:9]=2[CH2:8][CH2:7]1)=[O:5])[CH3:2].[Si](OS(C(F)(F)[F:34])(=O)=O)(C(C)(C)C)(C)C.[B-](F)(F)(F)F.[B-](F)(F)(F)F.C1[N+]2(CCl)CC[N+](F)(CC2)C1, predict the reaction product. The product is: [CH2:1]([O:3][C:4]([N:6]1[CH2:21][CH2:20][C:10]2[C:11]3[C:12](=[O:19])[C:13]([F:34])([F:18])[CH2:14][C:15]=3[CH:16]=[CH:17][C:9]=2[CH2:8][CH2:7]1)=[O:5])[CH3:2]. (5) Given the reactants [Cl:1][C:2]1[C:7]([Cl:8])=[CH:6][CH:5]=[CH:4][C:3]=1[NH:9][C:10]1[N:15]2[N:16]=[CH:17][C:18]([S:19]([NH2:22])(=[O:21])=[O:20])=[C:14]2[N:13]=[CH:12][C:11]=1[C:23]([N:25]1[CH2:30][CH2:29][CH:28]([C:31]2[CH:36]=[CH:35][C:34]([F:37])=[CH:33][CH:32]=2)[CH2:27][CH2:26]1)=[O:24].[C:38](O)(=[O:40])[CH3:39], predict the reaction product. The product is: [Cl:1][C:2]1[C:7]([Cl:8])=[CH:6][CH:5]=[CH:4][C:3]=1[NH:9][C:10]1[N:15]2[N:16]=[CH:17][C:18]([S:19]([NH:22][C:38](=[O:40])[CH3:39])(=[O:21])=[O:20])=[C:14]2[N:13]=[CH:12][C:11]=1[C:23]([N:25]1[CH2:26][CH2:27][CH:28]([C:31]2[CH:32]=[CH:33][C:34]([F:37])=[CH:35][CH:36]=2)[CH2:29][CH2:30]1)=[O:24]. (6) The product is: [C:10]1([C:16]2[C:15]3[C:10](=[CH:11][CH:12]=[CH:13][CH:14]=3)[N:9]=[C:8]([NH:18][CH2:19][CH2:20][CH2:21][N:22]3[CH2:27][CH2:26][CH:25]([C:28]4[CH:29]=[C:30]([NH:34][C:35](=[O:37])[CH3:36])[CH:31]=[CH:32][CH:33]=4)[CH2:24][CH2:23]3)[CH:17]=2)[CH:15]=[CH:14][CH:13]=[CH:12][CH:11]=1. Given the reactants ClC1C=CC=CC=1[C:8]1[CH:17]=[CH:16][C:15]2[C:10](=[CH:11][CH:12]=[CH:13][CH:14]=2)[N:9]=1.[NH2:18][CH2:19][CH2:20][CH2:21][N:22]1[CH2:27][CH2:26][CH:25]([C:28]2[CH:29]=[C:30]([NH:34][C:35](=[O:37])[CH3:36])[CH:31]=[CH:32][CH:33]=2)[CH2:24][CH2:23]1, predict the reaction product. (7) Given the reactants [F:1][C:2]1[C:7]([C:8]([C:10]2[C:18]3[C:13](=[N:14][CH:15]=[C:16]([B:19]4[O:23][C:22]([CH3:25])([CH3:24])[C:21]([CH3:27])([CH3:26])[O:20]4)[CH:17]=3)[NH:12][CH:11]=2)=[O:9])=[C:6]([F:28])[CH:5]=[CH:4][C:3]=1[NH:29][S:30]([CH2:33][CH2:34][CH3:35])(=[O:32])=[O:31].C1(C)C=CC=CC=1.C(NC(C)C)(C)C.[Cl:50][C:51]1[CH:59]=[CH:58][CH:57]=[C:56]([Cl:60])[C:52]=1[C:53](Cl)=[O:54], predict the reaction product. The product is: [Cl:50][C:51]1[CH:59]=[CH:58][CH:57]=[C:56]([Cl:60])[C:52]=1[C:53]([N:12]1[C:13]2=[N:14][CH:15]=[C:16]([B:19]3[O:20][C:21]([CH3:26])([CH3:27])[C:22]([CH3:24])([CH3:25])[O:23]3)[CH:17]=[C:18]2[C:10]([C:8]([C:7]2[C:2]([F:1])=[C:3]([NH:29][S:30]([CH2:33][CH2:34][CH3:35])(=[O:31])=[O:32])[CH:4]=[CH:5][C:6]=2[F:28])=[O:9])=[CH:11]1)=[O:54].